Dataset: Forward reaction prediction with 1.9M reactions from USPTO patents (1976-2016). Task: Predict the product of the given reaction. (1) Given the reactants [CH:1]1[C:16]2=[C:17]3[C:8]([C:9](=[O:18])[C:10]4[CH:11]=[CH:12][CH:13]=[CH:14][C:15]=42)=[CH:7][CH:6]=[CH:5][C:4]3=[CH:3][CH:2]=1.[CH3:19][O:20][C:21]1[CH:26]=[CH:25][C:24]([Mg]Br)=[CH:23][CH:22]=1.C1C[O:32][CH2:31]C1, predict the reaction product. The product is: [CH3:31][O:32][C:13]1[CH:12]=[CH:11][C:10]2[C:9]([C:24]3[CH:25]=[CH:26][C:21]([O:20][CH3:19])=[CH:22][CH:23]=3)([OH:18])[C:8]3[C:17]4[C:4](=[CH:3][CH:2]=[CH:1][C:16]=4[C:15]=2[CH:14]=1)[CH:5]=[CH:6][CH:7]=3. (2) Given the reactants [CH2:1]([C@@:4]1([C:24]2[CH:29]=[CH:28][CH:27]=[CH:26][CH:25]=2)[O:9][C:8](=[O:10])[N:7]([C@H:11]([C:13]2[CH:18]=[CH:17][C:16]([C:19]3[S:20][CH:21]=[CH:22][CH:23]=3)=[CH:15][CH:14]=2)[CH3:12])[CH2:6][CH2:5]1)[CH:2]=[CH2:3].S1C=CC=C1B(O)[OH:36], predict the reaction product. The product is: [OH:36][CH2:3][CH2:2][CH2:1][C@@:4]1([C:24]2[CH:29]=[CH:28][CH:27]=[CH:26][CH:25]=2)[O:9][C:8](=[O:10])[N:7]([C@H:11]([C:13]2[CH:18]=[CH:17][C:16]([C:19]3[S:20][CH:21]=[CH:22][CH:23]=3)=[CH:15][CH:14]=2)[CH3:12])[CH2:6][CH2:5]1. (3) Given the reactants [C:1]([O:4][C:5]1[C:6]([C:24]([OH:26])=O)=[N:7][N:8]([C:17]2[CH:22]=[CH:21][CH:20]=[CH:19][C:18]=2[Cl:23])[C:9]=1[C:10]1[CH:15]=[CH:14][C:13]([Cl:16])=[CH:12][CH:11]=1)(=[O:3])[CH3:2].ClC1N=C(OC)N=C(OC)N=1.CN1CCOCC1.[F:45][C:46]([F:53])([CH3:52])[CH2:47][NH:48][CH2:49][CH2:50][OH:51].C(OC(C)C)(C)C, predict the reaction product. The product is: [Cl:23][C:18]1[CH:19]=[CH:20][CH:21]=[CH:22][C:17]=1[N:8]1[C:9]([C:10]2[CH:11]=[CH:12][C:13]([Cl:16])=[CH:14][CH:15]=2)=[C:5]([O:4][C:1](=[O:3])[CH3:2])[C:6]([C:24](=[O:26])[N:48]([CH2:47][C:46]([F:53])([F:45])[CH3:52])[CH2:49][CH2:50][OH:51])=[N:7]1. (4) Given the reactants N1C=CC=C(C)C=1.C(O)(=O)[C:9](O)=[O:10].[CH2:14]([O:21][NH:22][C@H:23]1[CH2:28][NH:27][C@H:26]([C:29]([O:31][CH2:32][CH3:33])=[O:30])[CH2:25][CH2:24]1)[C:15]1[CH:20]=[CH:19][CH:18]=[CH:17][CH:16]=1.ClC(Cl)(OC(=O)OC(Cl)(Cl)Cl)Cl.C(=O)(O)[O-].[Na+], predict the reaction product. The product is: [CH2:32]([O:31][C:29]([C@@H:26]1[CH2:25][CH2:24][C@@H:23]2[CH2:28][N:27]1[C:9](=[O:10])[N:22]2[O:21][CH2:14][C:15]1[CH:16]=[CH:17][CH:18]=[CH:19][CH:20]=1)=[O:30])[CH3:33].